Dataset: Reaction yield outcomes from USPTO patents with 853,638 reactions. Task: Predict the reaction yield, written as a fraction of the theoretical maximum amount of product (1.0 means a 100% yield; for example, 0.34 means a 34% yield). The reactants are [CH3:1][C:2]1[CH:10]=[C:9]([CH3:11])[CH:8]=[CH:7][C:3]=1[C:4]([OH:6])=O.[CH2:12]([O:14][C:15]([C:17]1([NH2:26])[CH2:25][C:24]2[C:19](=[CH:20][CH:21]=[CH:22][CH:23]=2)[CH2:18]1)=[O:16])[CH3:13].CN(C(ON1N=NC2C=CC=NC1=2)=[N+](C)C)C.F[P-](F)(F)(F)(F)F.CCN(C(C)C)C(C)C. The catalyst is CN(C=O)C.O. The product is [CH2:12]([O:14][C:15]([C:17]1([NH:26][C:4](=[O:6])[C:3]2[CH:7]=[CH:8][C:9]([CH3:11])=[CH:10][C:2]=2[CH3:1])[CH2:25][C:24]2[C:19](=[CH:20][CH:21]=[CH:22][CH:23]=2)[CH2:18]1)=[O:16])[CH3:13]. The yield is 0.840.